This data is from Catalyst prediction with 721,799 reactions and 888 catalyst types from USPTO. The task is: Predict which catalyst facilitates the given reaction. Product: [CH3:15][O:14][C:6]1[C:7]2[O:11][C:10]([CH3:13])([CH3:12])[CH2:9][C:8]=2[C:3]([CH2:2][S:30][C:31]2[CH:36]=[CH:35][N:34]=[CH:33][CH:32]=2)=[CH:4][CH:5]=1. The catalyst class is: 34. Reactant: O[CH2:2][C:3]1[C:8]2[CH2:9][C:10]([CH3:13])([CH3:12])[O:11][C:7]=2[C:6]([O:14][CH3:15])=[CH:5][CH:4]=1.C(N(C(C)C)CC)(C)C.CS(Cl)(=O)=O.[SH:30][C:31]1[CH:36]=[CH:35][N:34]=[CH:33][CH:32]=1.